This data is from NCI-60 drug combinations with 297,098 pairs across 59 cell lines. The task is: Regression. Given two drug SMILES strings and cell line genomic features, predict the synergy score measuring deviation from expected non-interaction effect. (1) Drug 1: CCCCCOC(=O)NC1=NC(=O)N(C=C1F)C2C(C(C(O2)C)O)O. Drug 2: CN(C(=O)NC(C=O)C(C(C(CO)O)O)O)N=O. Cell line: SK-MEL-5. Synergy scores: CSS=0.483, Synergy_ZIP=0.0228, Synergy_Bliss=1.49, Synergy_Loewe=-1.15, Synergy_HSA=-1.20. (2) Drug 1: CN1C(=O)N2C=NC(=C2N=N1)C(=O)N. Drug 2: C1=CC=C(C(=C1)C(C2=CC=C(C=C2)Cl)C(Cl)Cl)Cl. Cell line: 786-0. Synergy scores: CSS=0.581, Synergy_ZIP=0.214, Synergy_Bliss=-0.0430, Synergy_Loewe=-0.119, Synergy_HSA=-0.449. (3) Drug 1: C1CN1P(=S)(N2CC2)N3CC3. Drug 2: N.N.Cl[Pt+2]Cl. Cell line: HCC-2998. Synergy scores: CSS=31.4, Synergy_ZIP=-9.31, Synergy_Bliss=-5.35, Synergy_Loewe=1.54, Synergy_HSA=2.27. (4) Drug 1: CNC(=O)C1=CC=CC=C1SC2=CC3=C(C=C2)C(=NN3)C=CC4=CC=CC=N4. Drug 2: C1=CC(=C2C(=C1NCCNCCO)C(=O)C3=C(C=CC(=C3C2=O)O)O)NCCNCCO. Cell line: HCT116. Synergy scores: CSS=47.4, Synergy_ZIP=-0.846, Synergy_Bliss=-3.14, Synergy_Loewe=-16.4, Synergy_HSA=-0.677.